From a dataset of Reaction yield outcomes from USPTO patents with 853,638 reactions. Predict the reaction yield, written as a fraction of the theoretical maximum amount of product (1.0 means a 100% yield; for example, 0.34 means a 34% yield). (1) The reactants are [F:1][C:2]1[C:7](B(O)O)=[CH:6][CH:5]=[CH:4][N:3]=1.Br[C:12]1[CH:25]=[C:24]2[C:15]([O:16][C:17]3[C:18]([F:36])=[CH:19][C:20]([O:34][CH3:35])=[CH:21][C:22]=3[C:23]32[CH:29]([CH2:30][O:31][CH3:32])[S:28][C:27]([NH2:33])=[N:26]3)=[CH:14][CH:13]=1.C(=O)([O-])[O-].[K+].[K+].N#N.CC(N)CC1C=CC=CC=1.OP(O)(O)=O. The catalyst is O1CCOCC1.O. The product is [F:36][C:18]1[C:17]2[O:16][C:15]3[C:24](=[CH:25][C:12]([C:7]4[C:2]([F:1])=[N:3][CH:4]=[CH:5][CH:6]=4)=[CH:13][CH:14]=3)[C@@:23]3([C@@H:29]([CH2:30][O:31][CH3:32])[S:28][C:27]([NH2:33])=[N:26]3)[C:22]=2[CH:21]=[C:20]([O:34][CH3:35])[CH:19]=1. The yield is 0.590. (2) The reactants are [N:1]12[CH2:7][C:4]([C:8]([C:16]3[CH:21]=[CH:20][CH:19]=[CH:18][CH:17]=3)([C:10]3[CH:15]=[CH:14][CH:13]=[CH:12][CH:11]=3)[OH:9])([CH2:5][CH2:6]1)[CH2:3][CH2:2]2.[C:22]1([CH2:28][O:29][CH2:30][CH2:31][CH2:32][CH2:33][Br:34])[CH:27]=[CH:26][CH:25]=[CH:24][CH:23]=1. The catalyst is CC#N. The product is [Br-:34].[OH:9][C:8]([C:16]1[CH:21]=[CH:20][CH:19]=[CH:18][CH:17]=1)([C:10]1[CH:15]=[CH:14][CH:13]=[CH:12][CH:11]=1)[C:4]12[CH2:7][N+:1]([CH2:33][CH2:32][CH2:31][CH2:30][O:29][CH2:28][C:22]3[CH:27]=[CH:26][CH:25]=[CH:24][CH:23]=3)([CH2:6][CH2:5]1)[CH2:2][CH2:3]2. The yield is 0.0700. (3) The reactants are [C:1]([OH:4])(=[O:3])[CH3:2].[CH3:5][N:6]([C:8]([NH:10][C:11]([NH2:13])=[NH:12])=[NH:9])[CH3:7]. The catalyst is CC(C)=O. The product is [CH3:5][N:6]([C:8]([NH:10][C:11]([NH2:13])=[NH:12])=[NH:9])[CH3:7].[C:1]([O-:4])(=[O:3])[CH3:2]. The yield is 0.595. (4) The reactants are Br[C:2]1[CH:16]=[CH:15][C:14]([O:17][CH3:18])=[CH:13][C:3]=1[CH2:4][O:5][Si:6]([C:9]([CH3:12])([CH3:11])[CH3:10])([CH3:8])[CH3:7].[CH2:19](C([Sn])=C(CCCC)CCCC)[CH2:20]CC. The catalyst is C1(C)C=CC=CC=1.C1C=CC([P]([Pd]([P](C2C=CC=CC=2)(C2C=CC=CC=2)C2C=CC=CC=2)([P](C2C=CC=CC=2)(C2C=CC=CC=2)C2C=CC=CC=2)[P](C2C=CC=CC=2)(C2C=CC=CC=2)C2C=CC=CC=2)(C2C=CC=CC=2)C2C=CC=CC=2)=CC=1. The yield is 0.890. The product is [C:9]([Si:6]([CH3:8])([CH3:7])[O:5][CH2:4][C:3]1[CH:13]=[C:14]([O:17][CH3:18])[CH:15]=[CH:16][C:2]=1[CH:19]=[CH2:20])([CH3:12])([CH3:11])[CH3:10]. (5) The reactants are C[N:2](C)[CH:3]=[CH:4][C:5]([C:7]1[C:12](=[O:13])[CH:11]=[CH:10][N:9]([C:14]2[CH:19]=[CH:18][N:17]=[CH:16][CH:15]=2)[N:8]=1)=O.[C:21]1([NH:27]N)[CH:26]=[CH:25][CH:24]=[CH:23][CH:22]=1. The catalyst is CO. The product is [C:21]1([N:27]2[C:5]([C:7]3[C:12](=[O:13])[CH:11]=[CH:10][N:9]([C:14]4[CH:19]=[CH:18][N:17]=[CH:16][CH:15]=4)[N:8]=3)=[CH:4][CH:3]=[N:2]2)[CH:26]=[CH:25][CH:24]=[CH:23][CH:22]=1. The yield is 0.160. (6) The reactants are [OH:1][C:2]1[CH2:7][CH:6]([C:8]2[S:9][CH:10]=[CH:11][C:12]=2[C:13]2[CH:18]=[CH:17][CH:16]=[C:15]([O:19][CH3:20])[N:14]=2)[CH2:5][C:4](=[O:21])[CH:3]=1.[C:22](OC(=O)C)(=[O:24])[CH3:23].CCN(CC)CC. The catalyst is CN(C1C=CN=CC=1)C. The product is [C:22]([C:3]1[C:2](=[O:1])[CH2:7][CH:6]([C:8]2[S:9][CH:10]=[CH:11][C:12]=2[C:13]2[CH:18]=[CH:17][CH:16]=[C:15]([O:19][CH3:20])[N:14]=2)[CH2:5][C:4]=1[OH:21])(=[O:24])[CH3:23]. The yield is 0.310. (7) The reactants are [CH:1]1([N:7]([CH:18]2[CH2:23][CH2:22][CH2:21][CH2:20][CH2:19]2)[C:8]([NH:10][C:11]2[S:12][C:13]([CH:16]=O)=[CH:14][N:15]=2)=[O:9])[CH2:6][CH2:5][CH2:4][CH2:3][CH2:2]1.Cl.[NH:25]1[CH2:30][CH2:29][CH:28]([NH:31][S:32]([CH:35]([CH3:37])[CH3:36])(=[O:34])=[O:33])[CH2:27][CH2:26]1.C(O[BH-](OC(=O)C)OC(=O)C)(=O)C.[Na+]. No catalyst specified. The product is [CH:1]1([N:7]([CH:18]2[CH2:23][CH2:22][CH2:21][CH2:20][CH2:19]2)[C:8](=[O:9])[NH:10][C:11]2[S:12][C:13]([CH2:16][N:25]3[CH2:26][CH2:27][CH:28]([NH:31][S:32]([CH:35]([CH3:37])[CH3:36])(=[O:33])=[O:34])[CH2:29][CH2:30]3)=[CH:14][N:15]=2)[CH2:6][CH2:5][CH2:4][CH2:3][CH2:2]1. The yield is 0.110.